Dataset: Reaction yield outcomes from USPTO patents with 853,638 reactions. Task: Predict the reaction yield, written as a fraction of the theoretical maximum amount of product (1.0 means a 100% yield; for example, 0.34 means a 34% yield). The reactants are [NH2:1][C:2]1[N:7]=[CH:6][N:5]=[C:4]2[N:8]([CH:19]([C:21]3[O:22][C:23]4[C:28]([C:29](=[O:38])[C:30]=3[C:31]3[CH:36]=[CH:35][CH:34]=[C:33]([F:37])[CH:32]=3)=[CH:27][CH:26]=[CH:25][CH:24]=4)[CH3:20])[N:9]=[C:10]([C:11]3[CH:16]=[CH:15][C:14]([O:17]C)=[CH:13][CH:12]=3)[C:3]=12. The catalyst is ClCCl.B(Br)(Br)Br. The product is [NH2:1][C:2]1[N:7]=[CH:6][N:5]=[C:4]2[N:8]([CH:19]([C:21]3[O:22][C:23]4[C:28]([C:29](=[O:38])[C:30]=3[C:31]3[CH:36]=[CH:35][CH:34]=[C:33]([F:37])[CH:32]=3)=[CH:27][CH:26]=[CH:25][CH:24]=4)[CH3:20])[N:9]=[C:10]([C:11]3[CH:12]=[CH:13][C:14]([OH:17])=[CH:15][CH:16]=3)[C:3]=12. The yield is 0.330.